This data is from Reaction yield outcomes from USPTO patents with 853,638 reactions. The task is: Predict the reaction yield, written as a fraction of the theoretical maximum amount of product (1.0 means a 100% yield; for example, 0.34 means a 34% yield). (1) The reactants are [C:1]([C:3]1[C:8]([CH3:9])=[CH:7][C:6]([C:10]2[CH2:11][CH2:12][N:13]([C:16]([C@@H:18]3[C@@H:23]([C:24]([O:26][CH3:27])=[O:25])[CH2:22][C@@H:21]([OH:28])[CH2:20][N:19]3[C:29]([O:31][C:32]([CH3:35])([CH3:34])[CH3:33])=[O:30])=[O:17])[CH2:14][CH:15]=2)=[CH:5][C:4]=1[CH3:36])#[N:2].O1CCCC1.[Cl:42][C:43]1[CH:44]=[C:45](O)[CH:46]=[N:47][CH:48]=1.C1(P(C2C=CC=CC=2)C2C=CC=CC=2)C=CC=CC=1.N(C(OC(C)C)=O)=NC(OC(C)C)=O. No catalyst specified. The product is [Cl:42][C:43]1[CH:44]=[C:45]([O:28][C@@H:21]2[CH2:20][N:19]([C:29]([O:31][C:32]([CH3:33])([CH3:35])[CH3:34])=[O:30])[C@H:18]([C:16]([N:13]3[CH2:12][CH:11]=[C:10]([C:6]4[CH:7]=[C:8]([CH3:9])[C:3]([C:1]#[N:2])=[C:4]([CH3:36])[CH:5]=4)[CH2:15][CH2:14]3)=[O:17])[C@@H:23]([C:24]([O:26][CH3:27])=[O:25])[CH2:22]2)[CH:46]=[N:47][CH:48]=1. The yield is 0.328. (2) The reactants are [C:1]([C:5]1[CH:10]=[CH:9][C:8]([N+:11]([O-])=O)=[CH:7][C:6]=1[O:14][CH3:15])([CH3:4])([CH3:3])[CH3:2].C([O-])=O.[K+]. The catalyst is CCO.O.[Pd]. The product is [C:1]([C:5]1[CH:10]=[CH:9][C:8]([NH2:11])=[CH:7][C:6]=1[O:14][CH3:15])([CH3:4])([CH3:2])[CH3:3]. The yield is 0.720.